From a dataset of Forward reaction prediction with 1.9M reactions from USPTO patents (1976-2016). Predict the product of the given reaction. Given the reactants [C:1]([O:5][C:6]([N:8]1[CH2:13][CH:12]2[CH2:14][CH:9]1[CH2:10][N:11]2[C:15]1[C:23]2[C:18](=[CH:19][C:20]([F:24])=[CH:21][CH:22]=2)[N:17](S(C2C=CC(C)=CC=2)(=O)=O)[N:16]=1)=[O:7])([CH3:4])([CH3:3])[CH3:2].C(O)C.[OH-].[K+].Cl, predict the reaction product. The product is: [C:1]([O:5][C:6]([N:8]1[CH2:13][CH:12]2[CH2:14][CH:9]1[CH2:10][N:11]2[C:15]1[C:23]2[C:18](=[CH:19][C:20]([F:24])=[CH:21][CH:22]=2)[NH:17][N:16]=1)=[O:7])([CH3:4])([CH3:2])[CH3:3].